From a dataset of Forward reaction prediction with 1.9M reactions from USPTO patents (1976-2016). Predict the product of the given reaction. Given the reactants [OH:1][C:2]1[CH:7]=[CH:6][CH:5]=[CH:4][C:3]=1[C:8]1[N:12]=[C:11]([C:13]2[CH:18]=[CH:17][CH:16]=[CH:15][C:14]=2[OH:19])[N:10](CC(OCC)=O)[N:9]=1.[CH3:26][NH2:27].[CH2:28]([OH:30])[CH3:29], predict the reaction product. The product is: [OH:1][C:2]1[CH:7]=[CH:6][CH:5]=[CH:4][C:3]=1[C:8]1[N:12]=[C:11]([C:13]2[CH:18]=[CH:17][CH:16]=[CH:15][C:14]=2[OH:19])[N:10]([CH2:29][C:28]([NH:27][CH3:26])=[O:30])[N:9]=1.